From a dataset of Peptide-MHC class II binding affinity with 134,281 pairs from IEDB. Regression. Given a peptide amino acid sequence and an MHC pseudo amino acid sequence, predict their binding affinity value. This is MHC class II binding data. (1) The peptide sequence is RKVKRVVASLMRGLS. The MHC is H-2-IAd with pseudo-sequence H-2-IAd. The binding affinity (normalized) is 0.621. (2) The peptide sequence is EEDIEIIPIQEKEY. The MHC is HLA-DPA10201-DPB10101 with pseudo-sequence HLA-DPA10201-DPB10101. The binding affinity (normalized) is 0.619.